Dataset: Forward reaction prediction with 1.9M reactions from USPTO patents (1976-2016). Task: Predict the product of the given reaction. (1) Given the reactants CO.[CH:3]([C:6]1[CH:13]=[CH:12][C:9]([CH:10]=O)=[CH:8][CH:7]=1)([CH3:5])[CH3:4].[BH4-].[Na+].[Cl:16]CCl, predict the reaction product. The product is: [Cl:16][CH2:10][C:9]1[CH:12]=[CH:13][C:6]([CH:3]([CH3:5])[CH3:4])=[CH:7][CH:8]=1. (2) Given the reactants [C:1]12([C:11]3[CH:12]=[C:13]([C:19]4[CH:20]=[C:21]([CH:31]=[CH:32][CH:33]=4)[CH:22]=[C:23]4[S:27][C:26](SC)=[N:25][C:24]4=[O:30])[CH:14]=[C:15](F)[C:16]=3[OH:17])[CH2:10][CH:5]3[CH2:6][CH:7]([CH2:9][CH:3]([CH2:4]3)[CH2:2]1)[CH2:8]2.[NH:34]1[CH2:40][CH2:39][CH2:38][C@H:35]1[CH2:36][OH:37], predict the reaction product. The product is: [C:1]12([C:11]3[CH:12]=[C:13]([C:19]4[CH:20]=[C:21]([CH:31]=[CH:32][CH:33]=4)[CH:22]=[C:23]4[S:27][C:26]([N:34]5[CH2:40][CH2:39][CH2:38][CH:35]5[CH2:36][OH:37])=[N:25][C:24]4=[O:30])[CH:14]=[CH:15][C:16]=3[OH:17])[CH2:8][CH:7]3[CH2:9][CH:3]([CH2:4][CH:5]([CH2:6]3)[CH2:10]1)[CH2:2]2. (3) Given the reactants [Br:1][C:2]1[CH:9]=[CH:8][C:5]([C:6]#N)=[C:4]([Cl:10])[CH:3]=1.CC(C[AlH]CC(C)C)C.C[OH:21].Cl, predict the reaction product. The product is: [Br:1][C:2]1[CH:9]=[CH:8][C:5]([CH:6]=[O:21])=[C:4]([Cl:10])[CH:3]=1. (4) Given the reactants Br[CH2:2][CH2:3][OH:4].[F:5][C:6]1[CH:11]=[CH:10][C:9]([F:12])=[CH:8][C:7]=1[C@H:13]1[CH2:17][CH2:16][CH2:15][N:14]1[C:18]1[CH:23]=[CH:22][N:21]2[N:24]=[CH:25][C:26]([C:27]([NH:29][CH:30]3[CH2:35][CH2:34][NH:33][CH2:32][CH2:31]3)=[O:28])=[C:20]2[CH:19]=1, predict the reaction product. The product is: [F:5][C:6]1[CH:11]=[CH:10][C:9]([F:12])=[CH:8][C:7]=1[C@H:13]1[CH2:17][CH2:16][CH2:15][N:14]1[C:18]1[CH:23]=[CH:22][N:21]2[N:24]=[CH:25][C:26]([C:27]([NH:29][CH:30]3[CH2:35][CH2:34][N:33]([CH2:2][CH2:3][OH:4])[CH2:32][CH2:31]3)=[O:28])=[C:20]2[CH:19]=1. (5) Given the reactants Cl.[NH2:2][C@@H:3]([CH2:8][NH:9][C:10]([O:12][C:13]([CH3:16])([CH3:15])[CH3:14])=[O:11])[C:4]([O:6][CH3:7])=[O:5].[CH3:17][C:18]([O:21][C:22](O[C:22]([O:21][C:18]([CH3:20])([CH3:19])[CH3:17])=[O:23])=[O:23])([CH3:20])[CH3:19], predict the reaction product. The product is: [C:18]([O:21][C:22]([NH:2][C@@H:3]([CH2:8][NH:9][C:10]([O:12][C:13]([CH3:16])([CH3:15])[CH3:14])=[O:11])[C:4]([O:6][CH3:7])=[O:5])=[O:23])([CH3:20])([CH3:19])[CH3:17]. (6) Given the reactants N#N.Br[C:4]1[CH:9]=[CH:8][CH:7]=[C:6]([Br:10])[CH:5]=1.[Li]CCCC.[NH4+].[Cl-].C1C[O:21][CH2:20][CH2:19]1, predict the reaction product. The product is: [Br:10][C:6]1[CH:5]=[C:4]([C:20](=[O:21])[CH3:19])[CH:9]=[CH:8][CH:7]=1. (7) Given the reactants [F:1][C:2]1[CH:7]=[CH:6][C:5]([N:8]2[CH:13]=[CH:12][C:11]([I:14])=[C:10]([C:15]([OH:17])=O)[C:9]2=[O:18])=[CH:4][CH:3]=1.C(Cl)(=O)C(Cl)=O.[NH2:25][C:26]1[CH:42]=[CH:41][C:29]([O:30][C:31]2[CH:36]=[CH:35][N:34]=[C:33]([C:37]([NH2:39])=[O:38])[C:32]=2[Cl:40])=[C:28]([F:43])[CH:27]=1.N1C=CC=CC=1, predict the reaction product. The product is: [Cl:40][C:32]1[C:33]([C:37]([NH2:39])=[O:38])=[N:34][CH:35]=[CH:36][C:31]=1[O:30][C:29]1[CH:41]=[CH:42][C:26]([NH:25][C:15]([C:10]2[C:9](=[O:18])[N:8]([C:5]3[CH:4]=[CH:3][C:2]([F:1])=[CH:7][CH:6]=3)[CH:13]=[CH:12][C:11]=2[I:14])=[O:17])=[CH:27][C:28]=1[F:43]. (8) Given the reactants O[N:2]1[C:24](=O)[NH:23][C@H:22]2[C@@H:3]1[CH2:4][S:5][C@H:6]2[CH2:7][CH2:8][CH2:9][C:10](=NN1C(=O)CCC1=O)[C:11](=O)[OH:12].[NH2:26][CH2:27][CH2:28][N:29]1[C:41]2[C:40]3[CH:39]=[CH:38][CH:37]=[CH:36][C:35]=3[N:34]=[C:33]([NH2:42])[C:32]=2[N:31]=[C:30]1[CH2:43][CH2:44][CH2:45][CH3:46].[N:47]1C=CC=CC=1, predict the reaction product. The product is: [NH2:42][C:33]1[C:32]2[N:31]=[C:30]([CH2:43][CH2:44][CH2:45][CH3:46])[N:29]([CH2:28][CH2:27][N:26]3[CH:22]4[CH:6]([CH2:7][CH2:8][CH2:9][CH2:10][C:11]([NH2:47])=[O:12])[S:5][CH2:4][CH:3]4[NH:2][C:24]3=[NH:23])[C:41]=2[C:40]2[CH:39]=[CH:38][CH:37]=[CH:36][C:35]=2[N:34]=1. (9) Given the reactants Br[C:2]1[CH:3]=[C:4]([C:9]([CH2:25][CH3:26])=[C:10]([C:18]2[CH:23]=[CH:22][C:21]([OH:24])=[CH:20][CH:19]=2)[C:11]2[CH:16]=[CH:15][C:14]([OH:17])=[CH:13][CH:12]=2)[CH:5]=[CH:6][C:7]=1[F:8].[O:27]1[CH:31]=[CH:30][C:29](B(O)O)=[CH:28]1, predict the reaction product. The product is: [F:8][C:7]1[CH:6]=[CH:5][C:4]([C:9]([CH2:25][CH3:26])=[C:10]([C:18]2[CH:23]=[CH:22][C:21]([OH:24])=[CH:20][CH:19]=2)[C:11]2[CH:16]=[CH:15][C:14]([OH:17])=[CH:13][CH:12]=2)=[CH:3][C:2]=1[C:29]1[CH:30]=[CH:31][O:27][CH:28]=1.